Dataset: Full USPTO retrosynthesis dataset with 1.9M reactions from patents (1976-2016). Task: Predict the reactants needed to synthesize the given product. (1) Given the product [Br:14][C:15]1[CH:16]=[C:17]([C:23]2[CH:28]=[CH:27][C:26]([CH2:29][N:30]([CH3:31])[C:11]([C:4]3[C:5]4[C:10](=[CH:9][CH:8]=[CH:7][CH:6]=4)[N:2]([CH3:1])[CH:3]=3)=[O:12])=[CH:25][CH:24]=2)[CH:18]=[CH:19][C:20]=1[O:21][CH3:22], predict the reactants needed to synthesize it. The reactants are: [CH3:1][N:2]1[C:10]2[C:5](=[CH:6][CH:7]=[CH:8][CH:9]=2)[C:4]([C:11](Cl)=[O:12])=[CH:3]1.[Br:14][C:15]1[CH:16]=[C:17]([C:23]2[CH:28]=[CH:27][C:26]([CH2:29][NH:30][CH3:31])=[CH:25][CH:24]=2)[CH:18]=[CH:19][C:20]=1[O:21][CH3:22].C(N(CC)CC)C. (2) Given the product [Br:1][C:2]1[S:6][C:5]([C:7]([NH:43][CH:44]([C:54]2[CH:59]=[CH:58][CH:57]=[CH:56][CH:55]=2)[CH2:45][NH:46][C:47](=[O:53])[O:48][C:49]([CH3:52])([CH3:50])[CH3:51])=[O:9])=[CH:4][CH:3]=1, predict the reactants needed to synthesize it. The reactants are: [Br:1][C:2]1[S:6][C:5]([C:7]([OH:9])=O)=[CH:4][CH:3]=1.C1CN([P+](Br)(N2CCCC2)N2CCCC2)CC1.F[P-](F)(F)(F)(F)F.C(N(C(C)C)CC)(C)C.[NH2:43][CH:44]([C:54]1[CH:59]=[CH:58][CH:57]=[CH:56][CH:55]=1)[CH2:45][NH:46][C:47](=[O:53])[O:48][C:49]([CH3:52])([CH3:51])[CH3:50]. (3) Given the product [CH3:7][N:8]1[CH2:25][CH2:24][C:11]2[N:12]([CH2:20][CH2:21][OH:22])[C:13]3[CH:14]=[CH:15][C:16]([CH3:19])=[CH:17][C:18]=3[C:10]=2[CH2:9]1, predict the reactants needed to synthesize it. The reactants are: [H-].[Al+3].[Li+].[H-].[H-].[H-].[CH3:7][N:8]1[CH2:25][CH2:24][C:11]2[N:12]([CH2:20][C:21](O)=[O:22])[C:13]3[CH:14]=[CH:15][C:16]([CH3:19])=[CH:17][C:18]=3[C:10]=2[CH2:9]1. (4) Given the product [Br:14][C:15]1[CH:22]=[CH:21][C:18]([CH2:19][NH:20][C:6](=[O:7])[C:5]2[CH:9]=[CH:10][C:2]([Cl:1])=[C:3]([N+:11]([O-:13])=[O:12])[CH:4]=2)=[CH:17][CH:16]=1, predict the reactants needed to synthesize it. The reactants are: [Cl:1][C:2]1[CH:10]=[CH:9][C:5]([C:6](Cl)=[O:7])=[CH:4][C:3]=1[N+:11]([O-:13])=[O:12].[Br:14][C:15]1[CH:22]=[CH:21][C:18]([CH2:19][NH2:20])=[CH:17][CH:16]=1. (5) Given the product [N+:8]([C:3]1[CH:4]=[CH:5][CH:6]=[CH:7][C:2]=1[NH:24][CH:21]1[CH2:22][CH2:23][N:18]([C:14]2[CH:13]=[C:12]([CH3:11])[CH:17]=[CH:16][CH:15]=2)[CH2:19][CH2:20]1)([O-:10])=[O:9], predict the reactants needed to synthesize it. The reactants are: F[C:2]1[CH:7]=[CH:6][CH:5]=[CH:4][C:3]=1[N+:8]([O-:10])=[O:9].[CH3:11][C:12]1[CH:13]=[C:14]([N:18]2[CH2:23][CH2:22][CH:21]([NH2:24])[CH2:20][CH2:19]2)[CH:15]=[CH:16][CH:17]=1.CCN(CC)CC. (6) Given the product [NH2:34][C:14](=[O:15])[C:13]([NH:12][C:10]([C:7]1[CH:6]=[C:5]([O:26][CH2:27][C:28]([F:31])([F:30])[F:29])[C:4]([CH:1]2[CH2:2][CH2:3]2)=[CH:9][N:8]=1)=[O:11])([C:20]1[N:24]=[C:23]([CH3:25])[O:22][N:21]=1)[CH3:19], predict the reactants needed to synthesize it. The reactants are: [CH:1]1([C:4]2[C:5]([O:26][CH2:27][C:28]([F:31])([F:30])[F:29])=[CH:6][C:7]([C:10]([NH:12][C:13]([C:20]3[N:24]=[C:23]([CH3:25])[O:22][N:21]=3)([CH3:19])[C:14](OCC)=[O:15])=[O:11])=[N:8][CH:9]=2)[CH2:3][CH2:2]1.CO.[NH3:34].